Predict the reaction yield, written as a fraction of the theoretical maximum amount of product (1.0 means a 100% yield; for example, 0.34 means a 34% yield). From a dataset of Reaction yield outcomes from USPTO patents with 853,638 reactions. The reactants are [Cl:1][C:2]1[CH:7]=[C:6]([F:8])[CH:5]=[CH:4][C:3]=1[CH:9]1[C:14]([C:15]([O:17][CH2:18][CH3:19])=[O:16])=[C:13]([CH3:20])[NH:12][C:11]([C:21]2[S:22][CH:23]=[N:24][N:25]=2)=[N:10]1.C1C(=O)N([Br:33])C(=O)C1. No catalyst specified. The product is [Br:33][CH2:20][C:13]1[NH:12][C:11]([C:21]2[S:22][CH:23]=[N:24][N:25]=2)=[N:10][CH:9]([C:3]2[CH:4]=[CH:5][C:6]([F:8])=[CH:7][C:2]=2[Cl:1])[C:14]=1[C:15]([O:17][CH2:18][CH3:19])=[O:16]. The yield is 0.500.